This data is from Peptide-MHC class I binding affinity with 185,985 pairs from IEDB/IMGT. The task is: Regression. Given a peptide amino acid sequence and an MHC pseudo amino acid sequence, predict their binding affinity value. This is MHC class I binding data. (1) The peptide sequence is FILGIIITV. The MHC is HLA-B51:01 with pseudo-sequence HLA-B51:01. The binding affinity (normalized) is 0. (2) The peptide sequence is VDKNPHNTA. The MHC is Patr-A0401 with pseudo-sequence Patr-A0401. The binding affinity (normalized) is 0. (3) The peptide sequence is AEALGPFQS. The MHC is HLA-B44:03 with pseudo-sequence HLA-B44:03. The binding affinity (normalized) is 0.182. (4) The peptide sequence is CLEWLRAKRK. The MHC is HLA-A03:01 with pseudo-sequence HLA-A03:01. The binding affinity (normalized) is 0.361. (5) The peptide sequence is CRRPGNKTV. The MHC is HLA-B27:05 with pseudo-sequence HLA-B27:05. The binding affinity (normalized) is 0.154. (6) The peptide sequence is HFIYHKREK. The MHC is HLA-A80:01 with pseudo-sequence HLA-A80:01. The binding affinity (normalized) is 0.0847. (7) The peptide sequence is YTFEPHYFY. The MHC is HLA-B57:01 with pseudo-sequence HLA-B57:01. The binding affinity (normalized) is 0.540. (8) The peptide sequence is LLDDFVEII. The MHC is HLA-A02:03 with pseudo-sequence HLA-A02:03. The binding affinity (normalized) is 0.421. (9) The peptide sequence is VPHVIEEVM. The MHC is HLA-B27:05 with pseudo-sequence HLA-B27:05. The binding affinity (normalized) is 0.0847. (10) The peptide sequence is KLWIWIGSQ. The MHC is HLA-A24:03 with pseudo-sequence HLA-A24:03. The binding affinity (normalized) is 0.0847.